From a dataset of Full USPTO retrosynthesis dataset with 1.9M reactions from patents (1976-2016). Predict the reactants needed to synthesize the given product. (1) Given the product [N:38]1[CH:39]=[CH:43][CH:42]=[N:36][C:35]=1[C:3]1[CH:27]=[CH:26][CH:25]=[CH:24][C:4]=1[C:5]([NH:7][C@H:8]1[CH2:12][CH2:11][CH2:10][C@@H:9]1[NH:13][C:14]1[CH:19]=[N:18][C:17]([C:20]([F:21])([F:23])[F:22])=[CH:16][N:15]=1)=[O:6], predict the reactants needed to synthesize it. The reactants are: CO[C:3]1[CH:27]=[CH:26][C:25](C)=[CH:24][C:4]=1[C:5]([NH:7][C@H:8]1[CH2:12][CH2:11][CH2:10][C@@H:9]1[NH:13][C:14]1[CH:19]=[N:18][C:17]([C:20]([F:23])([F:22])[F:21])=[CH:16][N:15]=1)=[O:6].Cl.FC(F)(F)C1N=C[C:35]([NH:38][C@H:39]2[CH2:43][CH2:42]C[C@@H]2N)=[N:36]C=1.N1C=CC=NC=1C1C=CC=CC=1C(O)=O. (2) The reactants are: [H-].[H-].[H-].[H-].[Li+].[Al+3].[CH2:7]([N:14]1[CH:20]2[CH2:21][CH2:22][CH:15]1[CH2:16][NH:17][C:18](=O)[CH2:19]2)[C:8]1[CH:13]=[CH:12][CH:11]=[CH:10][CH:9]=1. Given the product [CH2:7]([N:14]1[CH:20]2[CH2:21][CH2:22][CH:15]1[CH2:16][NH:17][CH2:18][CH2:19]2)[C:8]1[CH:9]=[CH:10][CH:11]=[CH:12][CH:13]=1, predict the reactants needed to synthesize it. (3) Given the product [CH2:1]([O:3][C:4](=[O:23])[CH2:5][N:6]1[C:14]2[C:9](=[C:10]([O:15][C:16]3[CH:21]=[CH:20][C:19]([NH:22][C:35](=[O:36])[C:34]4[CH:38]=[CH:39][C:40]([Cl:41])=[C:32]([Cl:31])[CH:33]=4)=[CH:18][N:17]=3)[CH:11]=[CH:12][CH:13]=2)[CH:8]=[CH:7]1)[CH3:2], predict the reactants needed to synthesize it. The reactants are: [CH2:1]([O:3][C:4](=[O:23])[CH2:5][N:6]1[C:14]2[C:9](=[C:10]([O:15][C:16]3[CH:21]=[CH:20][C:19]([NH2:22])=[CH:18][N:17]=3)[CH:11]=[CH:12][CH:13]=2)[CH:8]=[CH:7]1)[CH3:2].C(N(CC)CC)C.[Cl:31][C:32]1[CH:33]=[C:34]([CH:38]=[CH:39][C:40]=1[Cl:41])[C:35](Cl)=[O:36].O. (4) Given the product [CH2:17]([N:21]1[C:29]2[N:28]=[C:27]([Cl:30])[NH:26][C:25]=2[C:24](=[O:34])[N:23]([CH2:15][CH2:14][CH2:13][C:10]2([CH2:70][C:71]3[CH:72]=[CH:73][CH:74]=[CH:75][CH:76]=3)[N:9]=[CH:8][O:12][NH:11]2)[C:22]1=[O:35])[CH2:18][CH2:19][CH3:20], predict the reactants needed to synthesize it. The reactants are: C1(C[C:8]2[O:12][N:11]=[C:10]([CH2:13][CH2:14][CH2:15]O)[N:9]=2)C=CC=CC=1.[CH2:17]([N:21]1[C:29]2[N:28]=[C:27]([Cl:30])[N:26](CC=C)[C:25]=2[C:24](=[O:34])[NH:23][C:22]1=[O:35])[CH2:18][CH2:19][CH3:20].C1C=CC(P(C2C=CC=CC=2)C2C=CC=CC=2)=CC=1.[CH:74]1[CH:75]=[CH:76][C:71]([CH2:70]OC(/N=N/C(O[CH2:70][C:71]2[CH:76]=[CH:75][CH:74]=[CH:73][CH:72]=2)=O)=O)=[CH:72][CH:73]=1. (5) Given the product [C:1]([CH2:3][C:4]([O:6][N:8]1[C:12](=[O:13])[CH2:11][CH2:10][C:9]1=[O:14])=[O:5])#[N:2], predict the reactants needed to synthesize it. The reactants are: [C:1]([CH2:3][C:4]([OH:6])=[O:5])#[N:2].O[N:8]1[C:12](=[O:13])[CH2:11][CH2:10][C:9]1=[O:14].N=C=N.